From a dataset of Full USPTO retrosynthesis dataset with 1.9M reactions from patents (1976-2016). Predict the reactants needed to synthesize the given product. (1) The reactants are: [Cl:1][C:2]1[N:10]=[C:9]2[C:5]([N:6]=[CH:7][N:8]2[CH:11]([CH3:13])[CH3:12])=[C:4](Cl)[N:3]=1.[C:15]1([CH2:21][CH2:22][NH2:23])[CH:20]=[CH:19][CH:18]=[CH:17][CH:16]=1.CCN(CC)CC. Given the product [Cl:1][C:2]1[N:10]=[C:9]2[C:5]([N:6]=[CH:7][N:8]2[CH:11]([CH3:13])[CH3:12])=[C:4]([NH:23][CH2:22][CH2:21][C:15]2[CH:20]=[CH:19][CH:18]=[CH:17][CH:16]=2)[N:3]=1, predict the reactants needed to synthesize it. (2) Given the product [CH3:25][O:26][C:32]1[CH:37]=[C:36]([CH2:38][OH:39])[CH:35]=[CH:34][N:33]=1, predict the reactants needed to synthesize it. The reactants are: ClC1C=C(CC2C=C3C(=C4C=CC=CC=24)N=CN([C@H]2CC[O:26][CH2:25][C@@H]2O)C3=O)C=CN=1.Cl[C:32]1[CH:37]=[C:36]([CH2:38][OH:39])[CH:35]=[CH:34][N:33]=1.